This data is from Forward reaction prediction with 1.9M reactions from USPTO patents (1976-2016). The task is: Predict the product of the given reaction. Given the reactants [CH:1]1([C:7]2[CH:20]=[CH:19][C:10]([O:11][CH2:12][C@H:13]3[O:17][C:16]([NH2:18])=[N:15][CH2:14]3)=[CH:9][CH:8]=2)[CH2:6][CH2:5][CH2:4][CH2:3][CH2:2]1.C1O[C@H]1CCl.C1(C2C=CC(O)=CC=2)CCCCC1.C([O:41][C:42](=O)[C:43]([S:46][CH3:47])=[CH:44]O)C, predict the reaction product. The product is: [CH:1]1([C:7]2[CH:20]=[CH:19][C:10]([O:11][CH2:12][C@H:13]3[O:17][C:16]4=[N:18][C:42](=[O:41])[C:43]([S:46][CH3:47])=[CH:44][N:15]4[CH2:14]3)=[CH:9][CH:8]=2)[CH2:2][CH2:3][CH2:4][CH2:5][CH2:6]1.